Dataset: TCR-epitope binding with 47,182 pairs between 192 epitopes and 23,139 TCRs. Task: Binary Classification. Given a T-cell receptor sequence (or CDR3 region) and an epitope sequence, predict whether binding occurs between them. (1) The epitope is QYDPVAALF. The TCR CDR3 sequence is CASSLGPENEQFF. Result: 0 (the TCR does not bind to the epitope). (2) The epitope is CLGGLLTMV. The TCR CDR3 sequence is CASSFKRGLGDEQFF. Result: 0 (the TCR does not bind to the epitope). (3) The epitope is LLDFVRFMGV. The TCR CDR3 sequence is CASSTYMTNTEAFF. Result: 1 (the TCR binds to the epitope). (4) Result: 1 (the TCR binds to the epitope). The TCR CDR3 sequence is CASSPGEGAEGYTF. The epitope is SLVKPSFYV. (5) The epitope is FLNGSCGSV. The TCR CDR3 sequence is CASSLLASGTYEQYF. Result: 1 (the TCR binds to the epitope). (6) The epitope is LPAADLDDF. The TCR CDR3 sequence is CSVEEGGSGDTQYF. Result: 0 (the TCR does not bind to the epitope).